Dataset: Full USPTO retrosynthesis dataset with 1.9M reactions from patents (1976-2016). Task: Predict the reactants needed to synthesize the given product. (1) Given the product [CH3:17][N:18]1[CH:22]=[CH:21][C:20]([C:23]2[N:28]=[C:27]3[NH:29][C:31]([C:5]4[CH:4]=[CH:3][C:2]([CH2:1][O:8][C:9]5[CH:10]=[CH:11][CH:12]=[CH:15][CH:16]=5)=[CH:7][CH:6]=4)=[N:30][C:26]3=[CH:25][CH:24]=2)=[N:19]1, predict the reactants needed to synthesize it. The reactants are: [CH2:1]([O:8][C:9]1[CH:16]=[CH:15][C:12](C=O)=[CH:11][CH:10]=1)[C:2]1[CH:7]=[CH:6][CH:5]=[CH:4][CH:3]=1.[CH3:17][N:18]1[CH:22]=[CH:21][C:20]([C:23]2[N:28]=[C:27]([NH2:29])[C:26]([NH2:30])=[CH:25][CH:24]=2)=[N:19]1.[C:31](O)(=O)C.C(OI(C1C=CC=CC=1)OC(=O)C)(=O)C. (2) Given the product [F:1][C:2]1[CH:10]=[CH:9][C:5]([C:6]([NH:11][C:12]2([C:18]([OH:20])=[O:19])[CH2:17][CH2:16][CH2:15][CH2:14][CH2:13]2)=[O:7])=[CH:4][CH:3]=1, predict the reactants needed to synthesize it. The reactants are: [F:1][C:2]1[CH:10]=[CH:9][C:5]([C:6](Cl)=[O:7])=[CH:4][CH:3]=1.[NH2:11][C:12]1([C:18]([OH:20])=[O:19])[CH2:17][CH2:16][CH2:15][CH2:14][CH2:13]1.C(=O)([O-])[O-].[Na+].[Na+]. (3) Given the product [CH2:1]([N:8]1[C:12]([C:13]2[CH:18]=[CH:17][CH:16]=[CH:15][CH:14]=2)=[CH:11][C:10]([CH2:19][C:21]#[N:22])=[N:9]1)[C:2]1[CH:7]=[CH:6][CH:5]=[CH:4][CH:3]=1, predict the reactants needed to synthesize it. The reactants are: [CH2:1]([N:8]1[C:12]([C:13]2[CH:18]=[CH:17][CH:16]=[CH:15][CH:14]=2)=[CH:11][C:10]([CH2:19]Br)=[N:9]1)[C:2]1[CH:7]=[CH:6][CH:5]=[CH:4][CH:3]=1.[C-:21]#[N:22].[Na+].[OH-].[NH4+]. (4) Given the product [F:20][C:21]([F:34])([F:35])[C:22]1[CH:23]=[C:24]([CH:27]=[C:28]([C:30]([F:33])([F:31])[F:32])[CH:29]=1)[CH2:25][NH:1][C:2]1[N:3]=[N:4][N:5]([CH2:13][CH2:12][OH:11])[N:6]=1, predict the reactants needed to synthesize it. The reactants are: [NH2:1][C:2]1[NH:6][N:5]=[N:4][N:3]=1.BrCC([O:11][CH2:12][CH3:13])=O.C([O-])([O-])=O.[Cs+].[Cs+].[F:20][C:21]([F:35])([F:34])[C:22]1[CH:23]=[C:24]([CH:27]=[C:28]([C:30]([F:33])([F:32])[F:31])[CH:29]=1)[CH:25]=O.[BH4-].[Na+].[NH4+].[Cl-].